Dataset: Full USPTO retrosynthesis dataset with 1.9M reactions from patents (1976-2016). Task: Predict the reactants needed to synthesize the given product. (1) The reactants are: C12([C:11]3[C:12]([C:29](O)=O)=[CH:13][C:14]4[C:19]([C:20]=3[C:21]3[CH:26]=[CH:25][CH:24]=[CH:23][C:22]=3[O:27][CH3:28])=C[CH:17]=[CH:16][CH:15]=4)CC3CC(CC(C3)C1)C2.[NH2:32][C:33]1[CH:38]=[CH:37][N:36]=[CH:35][CH:34]=1.[CH2:48]1[CH2:53][CH2:52][CH:51](N=C=N[CH:48]2[CH2:53][CH2:52][CH2:51][CH2:50][CH2:49]2)[CH2:50][CH2:49]1. Given the product [C:20]12([C:21]3[CH:26]=[C:25]([C:52]4[CH:53]=[C:48]5[C:49](=[CH:50][CH:51]=4)[CH:26]=[C:21]([C:22]([NH:32][C:33]4[CH:38]=[CH:37][N:36]=[CH:35][CH:34]=4)=[O:27])[CH:20]=[CH:11]5)[CH:24]=[CH:23][C:22]=3[O:27][CH3:28])[CH2:17][CH:16]3[CH2:29][CH:12]([CH2:13][CH:14]([CH2:15]3)[CH2:19]1)[CH2:11]2, predict the reactants needed to synthesize it. (2) Given the product [C:1]([C:4]1[C:12]2[C:7](=[CH:8][CH:9]=[C:10]([O:13][C:26]3[N:27]=[CH:28][C:23]([Br:22])=[CH:24][N:25]=3)[CH:11]=2)[N:6]([CH2:14][C:15]([O:17][C:18]([CH3:21])([CH3:20])[CH3:19])=[O:16])[CH:5]=1)(=[O:3])[CH3:2], predict the reactants needed to synthesize it. The reactants are: [C:1]([C:4]1[C:12]2[C:7](=[CH:8][CH:9]=[C:10]([OH:13])[CH:11]=2)[N:6]([CH2:14][C:15]([O:17][C:18]([CH3:21])([CH3:20])[CH3:19])=[O:16])[CH:5]=1)(=[O:3])[CH3:2].[Br:22][C:23]1[CH:24]=[N:25][C:26](F)=[N:27][CH:28]=1.C([O-])([O-])=O.[Cs+].[Cs+].C1(P(C2C=CC=CC=2)C2C3OC4C(=CC=CC=4P(C4C=CC=CC=4)C4C=CC=CC=4)C(C)(C)C=3C=CC=2)C=CC=CC=1. (3) Given the product [Cl:20][C:16]1[CH:15]=[C:14]([S:11]([NH:10][C:9]2[CH:8]=[C:7]([CH3:21])[N:6]=[C:5]3[S:22][C:2]([C:39]4[CH:44]=[CH:43][N:42]=[CH:41][CH:40]=4)=[C:3]([C:23]4[CH:28]=[CH:27][CH:26]=[C:25]([O:29][CH3:30])[CH:24]=4)[C:4]=23)(=[O:13])=[O:12])[CH:19]=[CH:18][CH:17]=1, predict the reactants needed to synthesize it. The reactants are: Br[C:2]1[S:22][C:5]2=[N:6][C:7]([CH3:21])=[CH:8][C:9]([NH:10][S:11]([C:14]3[CH:19]=[CH:18][CH:17]=[C:16]([Cl:20])[CH:15]=3)(=[O:13])=[O:12])=[C:4]2[C:3]=1[C:23]1[CH:28]=[CH:27][CH:26]=[C:25]([O:29][CH3:30])[CH:24]=1.CC1(C)C(C)(C)OB([C:39]2[CH:44]=[CH:43][N:42]=[CH:41][CH:40]=2)O1.C(=O)([O-])[O-].[K+].[K+].O. (4) Given the product [ClH:19].[F:30][C:21]1([F:20])[CH2:25][CH2:24][N:23]([CH2:26][CH2:27][CH2:28][NH:29][S:16]([C:14]2[S:15][C:11]([C:5]3[CH:4]=[C:3]([CH2:1][CH3:2])[C:8](=[O:9])[NH:7][C:6]=3[CH3:10])=[CH:12][CH:13]=2)(=[O:18])=[O:17])[CH2:22]1, predict the reactants needed to synthesize it. The reactants are: [CH2:1]([C:3]1[C:8](=[O:9])[NH:7][C:6]([CH3:10])=[C:5]([C:11]2[S:15][C:14]([S:16]([Cl:19])(=[O:18])=[O:17])=[CH:13][CH:12]=2)[CH:4]=1)[CH3:2].[F:20][C:21]1([F:30])[CH2:25][CH2:24][N:23]([CH2:26][CH2:27][CH2:28][NH2:29])[CH2:22]1. (5) Given the product [CH3:1][C:2]1[CH:7]=[C:6]([CH3:8])[CH:5]=[CH:4][C:3]=1[N:9]([CH2:10][CH:11]([CH3:13])[CH3:12])[S:28]([C:25]1[CH:24]=[CH:23][C:22]([O:21][CH2:20][C:14]2[CH:15]=[CH:16][CH:17]=[CH:18][CH:19]=2)=[CH:27][CH:26]=1)(=[O:30])=[O:29], predict the reactants needed to synthesize it. The reactants are: [CH3:1][C:2]1[CH:7]=[C:6]([CH3:8])[CH:5]=[CH:4][C:3]=1[NH:9][CH2:10][CH:11]([CH3:13])[CH3:12].[C:14]1([CH2:20][O:21][C:22]2[CH:27]=[CH:26][C:25]([S:28](Cl)(=[O:30])=[O:29])=[CH:24][CH:23]=2)[CH:19]=[CH:18][CH:17]=[CH:16][CH:15]=1. (6) Given the product [Cl:1][C:2]1[C:7]([F:8])=[CH:6][CH:5]=[C:4]([Cl:9])[C:3]=1[CH:10]([O:12][C:13]1[C:14]([NH2:21])=[N:15][CH:16]=[C:17]([C:19]2[N:44]=[N:43][N:42]([CH:40]3[CH2:41][N:38]([CH:37]([C:31]4[CH:36]=[CH:35][CH:34]=[CH:33][CH:32]=4)[C:45]4[CH:50]=[CH:49][CH:48]=[CH:47][CH:46]=4)[CH2:39]3)[CH:20]=2)[CH:18]=1)[CH3:11], predict the reactants needed to synthesize it. The reactants are: [Cl:1][C:2]1[C:7]([F:8])=[CH:6][CH:5]=[C:4]([Cl:9])[C:3]=1[CH:10]([O:12][C:13]1[C:14]([NH2:21])=[N:15][CH:16]=[C:17]([C:19]#[CH:20])[CH:18]=1)[CH3:11].C(N(C(C)C)CC)(C)C.[C:31]1([CH:37]([C:45]2[CH:50]=[CH:49][CH:48]=[CH:47][CH:46]=2)[N:38]2[CH2:41][CH:40]([N:42]=[N+:43]=[N-:44])[CH2:39]2)[CH:36]=[CH:35][CH:34]=[CH:33][CH:32]=1. (7) Given the product [C:5]12([NH:15][C:16](=[O:25])[C:17]3[CH:22]=[CH:21][C:20]([Cl:23])=[N:19][C:18]=3[S:4][CH2:1][CH2:2][CH3:3])[CH2:6][CH:7]3[CH2:8][CH:9]([CH2:10][CH:11]([CH2:13]3)[CH2:12]1)[CH2:14]2, predict the reactants needed to synthesize it. The reactants are: [CH2:1]([SH:4])[CH2:2][CH3:3].[C:5]12([NH:15][C:16](=[O:25])[C:17]3[CH:22]=[CH:21][C:20]([Cl:23])=[N:19][C:18]=3Cl)[CH2:14][CH:9]3[CH2:10][CH:11]([CH2:13][CH:7]([CH2:8]3)[CH2:6]1)[CH2:12]2.C(=O)([O-])[O-].[K+].[K+].